Dataset: Full USPTO retrosynthesis dataset with 1.9M reactions from patents (1976-2016). Task: Predict the reactants needed to synthesize the given product. (1) Given the product [C:1]([N:4]1[C:13]2[C:8](=[CH:9][C:10]([O:14][CH2:30][C:26]3[CH:25]=[N:24][CH:29]=[CH:28][CH:27]=3)=[CH:11][CH:12]=2)[C:7]([C:16]2[CH:21]=[CH:20][CH:19]=[CH:18][CH:17]=2)([CH3:15])[CH2:6][C:5]1([CH3:23])[CH3:22])(=[O:3])[CH3:2], predict the reactants needed to synthesize it. The reactants are: [C:1]([N:4]1[C:13]2[C:8](=[CH:9][C:10]([OH:14])=[CH:11][CH:12]=2)[C:7]([C:16]2[CH:21]=[CH:20][CH:19]=[CH:18][CH:17]=2)([CH3:15])[CH2:6][C:5]1([CH3:23])[CH3:22])(=[O:3])[CH3:2].[N:24]1[CH:29]=[CH:28][CH:27]=[C:26]([CH2:30]Cl)[CH:25]=1.Cl.C(=O)([O-])[O-].[Cs+].[Cs+]. (2) The reactants are: [CH3:1][O:2][C:3]1[CH:16]=[C:15]([O:17][CH3:18])[CH:14]=[CH:13][C:4]=1[CH2:5][NH:6][C:7]1[CH:12]=[CH:11][N:10]=[CH:9][N:8]=1.Cl[S:20]([C:23]1[C:24]([F:34])=[CH:25][C:26]([F:33])=[C:27]([CH:32]=1)[C:28]([O:30][CH3:31])=[O:29])(=[O:22])=[O:21].N12CCN(CC1)CC2. Given the product [CH3:1][O:2][C:3]1[CH:16]=[C:15]([O:17][CH3:18])[CH:14]=[CH:13][C:4]=1[CH2:5][N:6]([C:7]1[CH:12]=[CH:11][N:10]=[CH:9][N:8]=1)[S:20]([C:23]1[C:24]([F:34])=[CH:25][C:26]([F:33])=[C:27]([CH:32]=1)[C:28]([O:30][CH3:31])=[O:29])(=[O:22])=[O:21], predict the reactants needed to synthesize it. (3) The reactants are: [CH3:1][N:2]([CH3:34])[CH2:3][C@H:4]([NH:16][S:17]([C:20]1[S:21][C:22]([C:25]#[C:26][C:27]2[CH:28]=[C:29]([CH3:33])[CH:30]=[CH:31][CH:32]=2)=[CH:23][CH:24]=1)(=[O:19])=[O:18])[CH2:5][C:6]([O:8][CH2:9][C:10]1[CH:15]=[CH:14][CH:13]=[CH:12][CH:11]=1)=[O:7].[CH3:35][I:36]. Given the product [I-:36].[CH2:9]([O:8][C:6](=[O:7])[CH2:5][C@@H:4]([NH:16][S:17]([C:20]1[S:21][C:22]([C:25]#[C:26][C:27]2[CH:28]=[C:29]([CH3:33])[CH:30]=[CH:31][CH:32]=2)=[CH:23][CH:24]=1)(=[O:18])=[O:19])[CH2:3][N+:2]([CH3:35])([CH3:1])[CH3:34])[C:10]1[CH:11]=[CH:12][CH:13]=[CH:14][CH:15]=1, predict the reactants needed to synthesize it. (4) Given the product [NH:1]1[C:9]2[C:4](=[CH:5][C:6]([C:10]3[NH:11][C:12]4[N:13]([N:17]=[CH:18][C:19]=4[C:20]([NH:38][CH2:35][C:36]#[CH:37])=[O:21])[C:14](=[O:16])[CH:15]=3)=[CH:7][CH:8]=2)[CH:3]=[N:2]1, predict the reactants needed to synthesize it. The reactants are: [NH:1]1[C:9]2[C:4](=[CH:5][C:6]([C:10]3[NH:11][C:12]4[N:13]([N:17]=[CH:18][C:19]=4[C:20](O)=[O:21])[C:14](=[O:16])[CH:15]=3)=[CH:7][CH:8]=2)[CH:3]=[N:2]1.C1N=CN(C(N2C=NC=C2)=O)C=1.[CH2:35]([NH2:38])[C:36]#[CH:37].